This data is from Forward reaction prediction with 1.9M reactions from USPTO patents (1976-2016). The task is: Predict the product of the given reaction. (1) The product is: [CH:8]1([C:13]([N:15]2[CH2:20][CH:19]([C:21]3[CH:22]=[CH:23][C:24]([CH2:27][CH3:28])=[CH:25][CH:26]=3)[CH2:18][CH:17]([NH:29][C:35]([N:30]3[CH2:34][CH2:33][CH2:32][CH2:31]3)=[O:36])[CH2:16]2)=[O:14])[CH2:9][CH2:10][CH2:11][CH2:12]1. Given the reactants FC(F)(F)C(O)=O.[CH:8]1([C:13]([N:15]2[CH2:20][CH:19]([C:21]3[CH:26]=[CH:25][C:24]([CH2:27][CH3:28])=[CH:23][CH:22]=3)[CH2:18][CH:17]([NH2:29])[CH2:16]2)=[O:14])[CH2:12][CH2:11][CH2:10][CH2:9]1.[N:30]1([C:35](Cl)=[O:36])[CH2:34][CH2:33][CH2:32][CH2:31]1, predict the reaction product. (2) Given the reactants [OH-:1].[Na+].[N:3]1[CH:8]=[CH:7][CH:6]=[CH:5][C:4]=1[CH2:9][C:10](=[O:12])[CH3:11].[OH2:13], predict the reaction product. The product is: [N+:3]([C:4]1[CH:9]=[CH:11][C:10]([OH:12])=[C:9]([C:4]2[CH:5]=[CH:6][CH:7]=[CH:8][N:3]=2)[CH:5]=1)([O-:13])=[O:1]. (3) The product is: [Br:17][C:16]1[C:11]([N:8]2[CH2:9][CH2:10][N:5]([C:3](=[O:4])[CH2:2][CH2:38][NH:37][C:35](=[O:36])[O:34][C:30]([CH3:33])([CH3:32])[CH3:31])[CH2:6][CH2:7]2)=[C:12]2[C:20]([NH:21][C:22](=[O:29])[C:23]3[CH:28]=[CH:27][CH:26]=[N:25][CH:24]=3)=[CH:19][NH:18][C:13]2=[N:14][CH:15]=1. Given the reactants N[CH2:2][C:3]([N:5]1[CH2:10][CH2:9][N:8]([C:11]2[C:16]([Br:17])=[CH:15][N:14]=[C:13]3[NH:18][CH:19]=[C:20]([NH:21][C:22](=[O:29])[C:23]4[CH:28]=[CH:27][CH:26]=[N:25][CH:24]=4)[C:12]=23)[CH2:7][CH2:6]1)=[O:4].[C:30]([O:34][C:35]([NH:37][CH2:38]CC(O)=O)=[O:36])([CH3:33])([CH3:32])[CH3:31].C1C=CC2N(O)N=NC=2C=1.O.CCN=C=NCCCN(C)C.CCN(C(C)C)C(C)C.C([O-])([O-])=O.[Na+].[Na+], predict the reaction product.